This data is from Peptide-MHC class I binding affinity with 185,985 pairs from IEDB/IMGT. The task is: Regression. Given a peptide amino acid sequence and an MHC pseudo amino acid sequence, predict their binding affinity value. This is MHC class I binding data. (1) The peptide sequence is GQGPMKLVM. The MHC is HLA-B15:01 with pseudo-sequence HLA-B15:01. The binding affinity (normalized) is 0.775. (2) The peptide sequence is VLWTVFHGA. The MHC is HLA-A68:02 with pseudo-sequence HLA-A68:02. The binding affinity (normalized) is 0.0336. (3) The peptide sequence is GVNDTEAHA. The MHC is HLA-A02:03 with pseudo-sequence HLA-A02:03. The binding affinity (normalized) is 0.0847. (4) The peptide sequence is YVLSFQVTF. The MHC is HLA-A02:11 with pseudo-sequence HLA-A02:11. The binding affinity (normalized) is 0.555. (5) The peptide sequence is VMGVIGFGF. The MHC is HLA-A26:01 with pseudo-sequence HLA-A26:01. The binding affinity (normalized) is 0.0847.